This data is from Forward reaction prediction with 1.9M reactions from USPTO patents (1976-2016). The task is: Predict the product of the given reaction. Given the reactants [CH3:1][O:2][C:3]1[CH:8]=[CH:7][C:6]([CH:9]2[CH2:13][C:12]3([CH2:18][CH2:17][CH2:16][CH2:15][CH2:14]3)[N:11]([CH2:19][C:20]([O:22]CC)=[O:21])[C:10]2=[O:25])=[CH:5][CH:4]=1.O.[OH-].[Na+], predict the reaction product. The product is: [CH3:1][O:2][C:3]1[CH:4]=[CH:5][C:6]([CH:9]2[CH2:13][C:12]3([CH2:18][CH2:17][CH2:16][CH2:15][CH2:14]3)[N:11]([CH2:19][C:20]([OH:22])=[O:21])[C:10]2=[O:25])=[CH:7][CH:8]=1.